From a dataset of Forward reaction prediction with 1.9M reactions from USPTO patents (1976-2016). Predict the product of the given reaction. The product is: [CH3:1][O:2][C:3]([C:5]1[CH:6]=[C:7]([C:12]2[CH:17]=[CH:16][C:15]([C:18]([F:19])([F:20])[F:21])=[CH:14][CH:13]=2)[C:8]([O:11][CH2:25][CH2:24][CH2:23][Br:22])=[CH:9][CH:10]=1)=[O:4]. Given the reactants [CH3:1][O:2][C:3]([C:5]1[CH:6]=[C:7]([C:12]2[CH:17]=[CH:16][C:15]([C:18]([F:21])([F:20])[F:19])=[CH:14][CH:13]=2)[C:8]([OH:11])=[CH:9][CH:10]=1)=[O:4].[Br:22][CH2:23][CH2:24][CH2:25]Br.C(=O)([O-])[O-].[K+].[K+], predict the reaction product.